This data is from Catalyst prediction with 721,799 reactions and 888 catalyst types from USPTO. The task is: Predict which catalyst facilitates the given reaction. (1) Reactant: [F:1][CH:2]([CH2:17][CH2:18][C:19]1[CH:24]=[CH:23][CH:22]=[CH:21][CH:20]=1)[CH2:3][N:4]1[CH2:8][CH2:7][C@@H:6]([S:9][C:10]2[CH:15]=[CH:14][C:13]([OH:16])=[CH:12][CH:11]=2)[CH2:5]1.[OH:25]OS([O-])=O.[K+]. Product: [F:1][CH:2]([CH2:17][CH2:18][C:19]1[CH:24]=[CH:23][CH:22]=[CH:21][CH:20]=1)[CH2:3][N:4]1[CH2:8][CH2:7][CH:6]([S:9]([C:10]2[CH:15]=[CH:14][C:13]([OH:16])=[CH:12][CH:11]=2)=[O:25])[CH2:5]1. The catalyst class is: 5. (2) Reactant: [O-]CC.[Na+].[C:5]([O:12][CH2:13][CH3:14])(=[O:11])[C:6]([O:8]CC)=O.[C:15]([C:19]1[CH:24]=[CH:23][C:22]([C:25](=[O:27])[CH3:26])=[CH:21][CH:20]=1)([CH3:18])([CH3:17])[CH3:16]. Product: [C:15]([C:19]1[CH:20]=[CH:21][C:22]([C:25](=[O:27])[CH2:26][C:6](=[O:8])[C:5]([O:12][CH2:13][CH3:14])=[O:11])=[CH:23][CH:24]=1)([CH3:18])([CH3:16])[CH3:17]. The catalyst class is: 548. (3) Reactant: [NH2:1][C:2]1[CH:23]=[CH:22][C:5]([O:6][C:7]2[C:12]([C:13]([OH:15])=[O:14])=[CH:11][N:10]=[C:9]([C:16]3[CH:17]=[N:18][CH:19]=[CH:20][CH:21]=3)[N:8]=2)=[CH:4][CH:3]=1.CCN(CC)CC.[CH:31]1([C:34](Cl)=[O:35])[CH2:33][CH2:32]1.O. Product: [CH:31]1([C:34]([NH:1][C:2]2[CH:23]=[CH:22][C:5]([O:6][C:7]3[C:12]([C:13]([OH:15])=[O:14])=[CH:11][N:10]=[C:9]([C:16]4[CH:17]=[N:18][CH:19]=[CH:20][CH:21]=4)[N:8]=3)=[CH:4][CH:3]=2)=[O:35])[CH2:33][CH2:32]1. The catalyst class is: 2. (4) Reactant: [Br:1][CH2:2][C:3]1[CH:4]=[C:5]([CH:10]=[CH:11][CH:12]=1)[C:6](OC)=[O:7].[H-].C([Al+]CC(C)C)C(C)C.CO. Product: [Br:1][CH2:2][C:3]1[CH:4]=[C:5]([CH2:6][OH:7])[CH:10]=[CH:11][CH:12]=1. The catalyst class is: 11. (5) Reactant: [NH2:1][CH2:2][CH2:3][N:4]([CH3:22])[CH2:5][CH2:6][NH:7][C:8]1[C:9]2[C:14]([N:15]=[C:16]3[C:21]=1[CH2:20][CH2:19][CH2:18][CH2:17]3)=[CH:13][CH:12]=[CH:11][CH:10]=2.Cl[C:24]1[C:25]2[C:30]([N:31]=[C:32]3[C:37]=1[CH:36]=[CH:35][CH:34]=[CH:33]3)=[CH:29][CH:28]=[CH:27][CH:26]=2. Product: [CH:10]1[C:9]2[C:14](=[N:15][C:16]3[C:21]([C:8]=2[NH:7][CH2:6][CH2:5][N:4]([CH2:3][CH2:2][NH:1][C:24]2[CH:37]4[CH:32]([CH2:33][CH2:34][CH2:35][CH2:36]4)[N:31]=[C:30]4[C:25]=2[CH:26]=[CH:27][CH:28]=[CH:29]4)[CH3:22])=[CH:20][CH:19]=[CH:18][CH:17]=3)[CH:13]=[CH:12][CH:11]=1. The catalyst class is: 709. (6) Reactant: [OH:1][C:2]1[CH:3]=[C:4]([C:10](=[O:12])[CH3:11])[CH:5]=[C:6]([O:8][CH3:9])[CH:7]=1.I[CH2:14][CH2:15][C:16]([CH3:19])([CH3:18])[CH3:17].[H-].[Na+]. Product: [CH3:17][C:16]([CH3:19])([CH3:18])[CH2:15][CH2:14][O:1][C:2]1[CH:3]=[C:4]([C:10](=[O:12])[CH3:11])[CH:5]=[C:6]([O:8][CH3:9])[CH:7]=1. The catalyst class is: 499. (7) Reactant: [Cl:1][C:2]1[N:7]=[C:6]([NH:8][CH2:9][C:10]2[CH:11]=[C:12]3[C:17](=[CH:18][CH:19]=2)[N:16]=[CH:15][CH:14]=[CH:13]3)[C:5]([NH2:20])=[CH:4][CH:3]=1.[C:21](=O)(O)[O-].[Na+]. Product: [Cl:1][C:2]1[N:7]=[C:6]2[N:8]([CH2:9][C:10]3[CH:11]=[C:12]4[C:17](=[CH:18][CH:19]=3)[N:16]=[CH:15][CH:14]=[CH:13]4)[CH:21]=[N:20][C:5]2=[CH:4][CH:3]=1. The catalyst class is: 106.